Dataset: Catalyst prediction with 721,799 reactions and 888 catalyst types from USPTO. Task: Predict which catalyst facilitates the given reaction. (1) Product: [CH3:22][C:14]1[CH:15]=[CH:16][CH:17]=[C:18]2[C:13]=1[C:12](=[O:23])[N:11]([C:24]1[CH:29]=[CH:28][CH:27]=[CH:26][C:25]=1[CH3:30])[C:9]([CH:8]([NH:7][C:6](=[O:33])[O:5][C:1]([CH3:4])([CH3:3])[CH3:2])[CH2:31][CH3:32])=[N:19]2. The catalyst class is: 183. Reactant: [C:1]([O:5][C:6](=[O:33])[NH:7][C@@H:8]([CH2:31][CH3:32])[C:9]([N:11]([C:24]1[CH:29]=[CH:28][CH:27]=[CH:26][C:25]=1[CH3:30])[C:12](=[O:23])[C:13]1[C:18]([N+:19]([O-])=O)=[CH:17][CH:16]=[CH:15][C:14]=1[CH3:22])=O)([CH3:4])([CH3:3])[CH3:2]. (2) Reactant: [CH:1]([N:4]1[C:8]([C:9]2[S:10][C:11]3[CH2:12][CH2:13][O:14][C:15]4[CH:22]=[C:21]([CH:23]5[CH2:26][N:25]([C:27](=[O:35])[C:28]([NH:31]C(=O)O)([CH3:30])[CH3:29])[CH2:24]5)[CH:20]=[CH:19][C:16]=4[C:17]=3[N:18]=2)=[N:7][CH:6]=[N:5]1)([CH3:3])[CH3:2].C(O)(C(F)(F)F)=O. Product: [NH2:31][C:28]([CH3:30])([CH3:29])[C:27]([N:25]1[CH2:24][CH:23]([C:21]2[CH:20]=[CH:19][C:16]3[C:17]4[N:18]=[C:9]([C:8]5[N:4]([CH:1]([CH3:3])[CH3:2])[N:5]=[CH:6][N:7]=5)[S:10][C:11]=4[CH2:12][CH2:13][O:14][C:15]=3[CH:22]=2)[CH2:26]1)=[O:35]. The catalyst class is: 2. (3) Reactant: [C:1]([O:5][C:6]([N:8]1[C:21]2[C:13](=[CH:14][C:15]3[CH2:16][O:17][CH2:18][C:19]=3[CH:20]=2)[C@@H:12]([N:22]([CH2:28][C:29]2[CH:34]=[C:33]([C:35]([F:38])([F:37])[F:36])[CH:32]=[C:31]([C:39]([F:42])([F:41])[F:40])[CH:30]=2)[C:23]2[N:24]=[N:25][NH:26][N:27]=2)[CH2:11][CH2:10][CH2:9]1)=[O:7])([CH3:4])([CH3:3])[CH3:2].O[CH2:44][CH2:45][N:46]1[C:50](=[O:51])[C:49]2=[CH:52][CH:53]=[CH:54][CH:55]=[C:48]2[C:47]1=[O:56].C1(P(C2C=CC=CC=2)C2C=CC=CC=2)C=CC=CC=1.CCOC(/N=N/C(OCC)=O)=O. Product: [C:1]([O:5][C:6]([N:8]1[C:21]2[C:13](=[CH:14][C:15]3[CH2:16][O:17][CH2:18][C:19]=3[CH:20]=2)[C@@H:12]([N:22]([CH2:28][C:29]2[CH:30]=[C:31]([C:39]([F:40])([F:41])[F:42])[CH:32]=[C:33]([C:35]([F:36])([F:37])[F:38])[CH:34]=2)[C:23]2[N:24]=[N:25][N:26]([CH2:44][CH2:45][N:46]3[C:47](=[O:56])[C:48]4[C:49](=[CH:52][CH:53]=[CH:54][CH:55]=4)[C:50]3=[O:51])[N:27]=2)[CH2:11][CH2:10][CH2:9]1)=[O:7])([CH3:4])([CH3:2])[CH3:3]. The catalyst class is: 4. (4) Reactant: Cl[C:2]1[N:7]=[CH:6][C:5]([S:8]([N:11]2[CH2:20][CH2:19][C:18]3[C@:13]([C:31]([C:33]4[S:34][CH:35]=[CH:36][N:37]=4)=[O:32])([CH2:14][C:15]4[CH:23]=[N:22][N:21]([C:24]5[CH:29]=[CH:28][C:27]([F:30])=[CH:26][CH:25]=5)[C:16]=4[CH:17]=3)[CH2:12]2)(=[O:10])=[O:9])=[CH:4][CH:3]=1.[NH:38]1[CH2:42][CH2:41][CH2:40][CH2:39]1. Product: [F:30][C:27]1[CH:26]=[CH:25][C:24]([N:21]2[C:16]3[CH:17]=[C:18]4[C@:13]([C:31]([C:33]5[S:34][CH:35]=[CH:36][N:37]=5)=[O:32])([CH2:14][C:15]=3[CH:23]=[N:22]2)[CH2:12][N:11]([S:8]([C:5]2[CH:6]=[N:7][C:2]([N:38]3[CH2:42][CH2:41][CH2:40][CH2:39]3)=[CH:3][CH:4]=2)(=[O:10])=[O:9])[CH2:20][CH2:19]4)=[CH:29][CH:28]=1. The catalyst class is: 10. (5) Reactant: [Cl:1][C:2]1[C:11]2[C:6](=[CH:7][CH:8]=[CH:9][CH:10]=2)[C:5]([CH:12]=[O:13])=[CH:4][CH:3]=1.CO.[BH4-].[Na+].[OH-].[K+]. Product: [Cl:1][C:2]1[C:11]2[C:6](=[CH:7][CH:8]=[CH:9][CH:10]=2)[C:5]([CH2:12][OH:13])=[CH:4][CH:3]=1. The catalyst class is: 90.